Dataset: Catalyst prediction with 721,799 reactions and 888 catalyst types from USPTO. Task: Predict which catalyst facilitates the given reaction. (1) Reactant: [NH2:1][C:2]1[C:3]2[N:4]([C:8]([CH:18]3[CH2:21][CH2:20][CH2:19]3)=[N:9][C:10]=2[C:11]2[CH:12]=[C:13]([OH:17])[CH:14]=[CH:15][CH:16]=2)[CH:5]=[CH:6][N:7]=1.C([O-])([O-])=O.[Cs+].[Cs+].Br[CH2:29][C:30]1[CH:35]=[CH:34][C:33]([O:36][C:37]([CH3:40])([CH3:39])[CH3:38])=[CH:32][CH:31]=1. Product: [C:37]([O:36][C:33]1[CH:32]=[CH:31][C:30]([CH2:29][O:17][C:13]2[CH:12]=[C:11]([C:10]3[N:9]=[C:8]([CH:18]4[CH2:21][CH2:20][CH2:19]4)[N:4]4[CH:5]=[CH:6][N:7]=[C:2]([NH2:1])[C:3]=34)[CH:16]=[CH:15][CH:14]=2)=[CH:35][CH:34]=1)([CH3:40])([CH3:38])[CH3:39]. The catalyst class is: 3. (2) Product: [Cl:1][C:2]1[CH:7]=[C:6]([CH2:8][OH:9])[CH:5]=[N:4][C:3]=1[N:10]1[CH2:15][CH2:14][N:13]([C:16]2[NH:17][C:18]3[C:24]([NH:25][CH2:26][C:27]4[CH:28]=[C:29]([F:35])[C:30]([F:34])=[C:31]([F:33])[CH:32]=4)=[CH:23][C:22]([C:37]([F:39])([F:38])[F:40])=[CH:21][C:19]=3[N:20]=2)[C@H:12]([CH3:41])[CH2:11]1. Reactant: [Cl:1][C:2]1[C:3]([N:10]2[CH2:15][CH2:14][N:13]([C:16]3[NH:17][C:18]4[C:24]([NH:25][C:26](=O)[C:27]5[CH:32]=[C:31]([F:33])[C:30]([F:34])=[C:29]([F:35])[CH:28]=5)=[CH:23][C:22]([C:37]([F:40])([F:39])[F:38])=[CH:21][C:19]=4[N:20]=3)[C@H:12]([CH3:41])[CH2:11]2)=[N:4][CH:5]=[C:6]([CH2:8][OH:9])[CH:7]=1.B.C1COCC1. The catalyst class is: 702.